From a dataset of Forward reaction prediction with 1.9M reactions from USPTO patents (1976-2016). Predict the product of the given reaction. (1) Given the reactants [O:1]=[C:2]([CH2:9][CH2:10][CH3:11])[CH2:3][C:4]([O:6][CH2:7][CH3:8])=[O:5].OCC[C:15]#[N:16], predict the reaction product. The product is: [O:1]=[C:2]([CH2:9][CH2:10][CH3:11])[CH2:3][C:4]([O:6][CH2:7][CH2:8][C:15]#[N:16])=[O:5]. (2) The product is: [OH:32][CH2:15][C:16]1[C:25]([C:26]2[CH:27]=[CH:28][C:11]([O:10][CH2:9][O:8][CH2:1][C:2]3[CH:7]=[CH:6][CH:5]=[CH:4][CH:3]=3)=[CH:12][C:13]=2[OH:14])=[CH:24][CH:23]=[C:22]2[C:17]=1[C:18]([CH3:31])=[CH:19][C:20]([CH3:30])([CH3:29])[NH:21]2. Given the reactants [CH2:1]([O:8][CH2:9][O:10][C:11]1[CH:12]=[C:13]2[C:26](=[CH:27][CH:28]=1)[C:25]1[C:16](=[C:17]3[C:22](=[CH:23][CH:24]=1)[NH:21][C:20]([CH3:30])([CH3:29])[CH:19]=[C:18]3[CH3:31])[C:15](=[O:32])[O:14]2)[C:2]1[CH:7]=[CH:6][CH:5]=[CH:4][CH:3]=1.O1CCCC1.[H-].COCCO[Al+]OCCOC.[Na+].[H-].O.O.O.O.C(C(C(C([O-])=O)O)O)([O-])=O.[Na+].[K+], predict the reaction product. (3) Given the reactants [O:1]([C:8]1[CH:9]=[C:10]([C:14]23[CH2:21][CH2:20][C:17]([CH2:22][CH2:23][CH2:24][CH2:25][OH:26])([CH2:18][CH2:19]2)[CH2:16][O:15]3)[CH:11]=[CH:12][CH:13]=1)[C:2]1[CH:7]=[CH:6][CH:5]=[CH:4][CH:3]=1.CC(OI1(OC(C)=O)(OC(C)=O)OC(=O)C2C=CC=CC1=2)=O.C([O-])(O)=O.[Na+].[O-]S([O-])(=S)=O.[Na+].[Na+], predict the reaction product. The product is: [O:1]([C:8]1[CH:9]=[C:10]([C:14]23[CH2:21][CH2:20][C:17]([CH2:22][CH2:23][CH2:24][CH:25]=[O:26])([CH2:18][CH2:19]2)[CH2:16][O:15]3)[CH:11]=[CH:12][CH:13]=1)[C:2]1[CH:7]=[CH:6][CH:5]=[CH:4][CH:3]=1. (4) Given the reactants [OH:1][CH2:2][C@H:3]1[CH2:12][N:7]2[CH2:8][CH2:9][NH:10][CH2:11][C@@H:6]2[CH2:5][CH2:4]1.Cl[C:14]1[N:19]=[CH:18][CH:17]=[CH:16][N:15]=1.C(=O)([O-])[O-].[Na+].[Na+], predict the reaction product. The product is: [OH:1][CH2:2][C@H:3]1[CH2:12][N:7]2[CH2:8][CH2:9][N:10]([C:14]3[N:19]=[CH:18][CH:17]=[CH:16][N:15]=3)[CH2:11][C@@H:6]2[CH2:5][CH2:4]1. (5) Given the reactants CO[C:3]1[CH:4]=[C:5]([NH2:9])[CH:6]=[N:7][CH:8]=1.ClS(C1C=CC=CC=1[C:16](OC)=[O:17])(=O)=O, predict the reaction product. The product is: [CH3:16][O:17][C:4]1[CH:3]=[CH:8][N:7]=[CH:6][C:5]=1[NH2:9]. (6) Given the reactants [CH3:1][CH:2]([N:4]1[CH2:10][CH2:9][CH2:8][N:7]([C:11]2[CH:16]=[CH:15][C:14]([N+:17]([O-])=O)=[C:13]([O:20][CH3:21])[CH:12]=2)[CH2:6][CH2:5]1)[CH3:3].[BH4-].[Na+], predict the reaction product. The product is: [CH3:3][CH:2]([N:4]1[CH2:10][CH2:9][CH2:8][N:7]([C:11]2[CH:16]=[CH:15][C:14]([NH2:17])=[C:13]([O:20][CH3:21])[CH:12]=2)[CH2:6][CH2:5]1)[CH3:1]. (7) Given the reactants [Si]([O:8][CH2:9][CH2:10][O:11][C:12]1[CH:13]=[CH:14][C:15]([C:28]2[NH:37][C:36](=[O:38])[C:35]3[C:30](=[CH:31][C:32]([O:41][CH3:42])=[CH:33][C:34]=3[O:39][CH3:40])[N:29]=2)=[N:16][C:17]=1[C:18]1[CH:23]=[CH:22][C:21]([S:24]([CH3:27])(=[O:26])=[O:25])=[CH:20][CH:19]=1)(C(C)(C)C)(C)C.CCCC[N+](CCCC)(CCCC)CCCC.[F-], predict the reaction product. The product is: [OH:8][CH2:9][CH2:10][O:11][C:12]1[CH:13]=[CH:14][C:15]([C:28]2[NH:37][C:36](=[O:38])[C:35]3[C:30](=[CH:31][C:32]([O:41][CH3:42])=[CH:33][C:34]=3[O:39][CH3:40])[N:29]=2)=[N:16][C:17]=1[C:18]1[CH:19]=[CH:20][C:21]([S:24]([CH3:27])(=[O:26])=[O:25])=[CH:22][CH:23]=1. (8) Given the reactants [Br:1][C:2]1[CH:3]=[C:4]2[C:9](=[N:10][CH:11]=1)[NH:8][CH2:7][CH2:6][CH2:5]2.ClC(Cl)(Cl)[C:14]([N:16]=C=O)=[O:15].[OH-].[K+], predict the reaction product. The product is: [Br:1][C:2]1[CH:3]=[C:4]2[C:9](=[N:10][CH:11]=1)[N:8]([C:14]([NH2:16])=[O:15])[CH2:7][CH2:6][CH2:5]2.